This data is from Reaction yield outcomes from USPTO patents with 853,638 reactions. The task is: Predict the reaction yield, written as a fraction of the theoretical maximum amount of product (1.0 means a 100% yield; for example, 0.34 means a 34% yield). (1) The reactants are [CH:1]1([C:6]([CH:8]2[CH2:13][CH2:12][N:11]([CH2:14][CH2:15][CH2:16][O:17][C:18]3[CH:25]=[CH:24][C:21]([C:22]#[N:23])=[CH:20][CH:19]=3)[CH2:10][CH2:9]2)=[O:7])[CH2:5][CH2:4][CH2:3][CH2:2]1.[N:26]1[CH:31]=[CH:30][CH:29]=[CH:28][C:27]=1[Mg]Br. The catalyst is C1COCC1. The product is [CH:1]1([C:6]([OH:7])([C:27]2[CH:28]=[CH:29][CH:30]=[CH:31][N:26]=2)[CH:8]2[CH2:13][CH2:12][N:11]([CH2:14][CH2:15][CH2:16][O:17][C:18]3[CH:25]=[CH:24][C:21]([C:22]#[N:23])=[CH:20][CH:19]=3)[CH2:10][CH2:9]2)[CH2:5][CH2:4][CH2:3][CH2:2]1. The yield is 0.350. (2) The reactants are [CH2:1]([C@H:4]1[CH2:9][CH2:8][C@H:7]([CH2:10][OH:11])[CH2:6][CH2:5]1)[C:2]#[CH:3].C(OC1C(OC(=O)C)=C(I)C=CC=1)(=[O:14])C.CC1(C)N([O])C(C)(C)CCC1. The catalyst is C(#N)C.O. The product is [CH2:1]([CH:4]1[CH2:9][CH2:8][CH:7]([C:10]([OH:14])=[O:11])[CH2:6][CH2:5]1)[C:2]#[CH:3]. The yield is 0.950. (3) The reactants are [CH3:1][N:2]([CH3:7])[CH2:3][C:4]([OH:6])=O.[Cl:8][C:9]1[CH:10]=[C:11]([NH:23][C:24]2[C:33]3[C:28](=[CH:29][CH:30]=[CH:31][C:32]=3[O:34][CH2:35][C@@H:36]3[CH2:41][CH2:40][CH2:39][CH2:38][N:37]3C(=O)CO)[N:27]=[CH:26][N:25]=2)[CH:12]=[CH:13][C:14]=1[O:15][CH2:16][C:17]1[CH:22]=[CH:21][CH:20]=[CH:19][N:18]=1. No catalyst specified. The product is [Cl:8][C:9]1[CH:10]=[C:11]([NH:23][C:24]2[C:33]3[C:28](=[CH:29][CH:30]=[CH:31][C:32]=3[O:34][CH2:35][C@@H:36]3[CH2:41][CH2:40][CH2:39][CH2:38][N:37]3[C:4](=[O:6])[CH2:3][N:2]([CH3:7])[CH3:1])[N:27]=[CH:26][N:25]=2)[CH:12]=[CH:13][C:14]=1[O:15][CH2:16][C:17]1[CH:22]=[CH:21][CH:20]=[CH:19][N:18]=1. The yield is 0.640.